This data is from Peptide-MHC class I binding affinity with 185,985 pairs from IEDB/IMGT. The task is: Regression. Given a peptide amino acid sequence and an MHC pseudo amino acid sequence, predict their binding affinity value. This is MHC class I binding data. (1) The peptide sequence is PMNVDNLIM. The MHC is HLA-A02:01 with pseudo-sequence HLA-A02:01. The binding affinity (normalized) is 0.0976. (2) The peptide sequence is GEGPGINPI. The MHC is HLA-A29:02 with pseudo-sequence HLA-A29:02. The binding affinity (normalized) is 0.213. (3) The peptide sequence is VLRENTSPK. The MHC is HLA-A68:01 with pseudo-sequence HLA-A68:01. The binding affinity (normalized) is 0.149. (4) The peptide sequence is GRYSVRYVR. The MHC is HLA-B40:01 with pseudo-sequence HLA-B40:01. The binding affinity (normalized) is 0.0847. (5) The peptide sequence is TSSVYIEV. The MHC is H-2-Kb with pseudo-sequence H-2-Kb. The binding affinity (normalized) is 0.435. (6) The peptide sequence is IPQSLDSYWTSL. The MHC is HLA-A29:02 with pseudo-sequence HLA-A29:02. The binding affinity (normalized) is 0. (7) The peptide sequence is AEAALENLV. The MHC is H-2-Kk with pseudo-sequence H-2-Kk. The binding affinity (normalized) is 0.512. (8) The peptide sequence is RVLFNNFKI. The MHC is HLA-A32:01 with pseudo-sequence HLA-A32:01. The binding affinity (normalized) is 1.00. (9) The MHC is H-2-Kb with pseudo-sequence H-2-Kb. The peptide sequence is TAIKNADII. The binding affinity (normalized) is 0.135.